This data is from Forward reaction prediction with 1.9M reactions from USPTO patents (1976-2016). The task is: Predict the product of the given reaction. (1) Given the reactants [F:1][C:2]1[CH:3]=[C:4]([NH2:13])[CH:5]=[CH:6][C:7]=1[N:8]1[CH:12]=[CH:11][N:10]=[CH:9]1.[CH2:14]([C:21]1[CH:26]=[C:25]([CH3:27])[N:24]=[C:23](Cl)[N:22]=1)[C:15]1[CH:20]=[CH:19][CH:18]=[CH:17][CH:16]=1, predict the reaction product. The product is: [CH2:14]([C:21]1[CH:26]=[C:25]([CH3:27])[N:24]=[C:23]([NH:13][C:4]2[CH:5]=[CH:6][C:7]([N:8]3[CH:12]=[CH:11][N:10]=[CH:9]3)=[C:2]([F:1])[CH:3]=2)[N:22]=1)[C:15]1[CH:16]=[CH:17][CH:18]=[CH:19][CH:20]=1. (2) Given the reactants OC(C(F)(F)F)=O.[N:8]1([CH2:14][C:15]2[N:16]=[N:17][C:18]3[C:19](=[C:21]([NH2:26])[N:22]=[C:23]([NH2:25])[N:24]=3)[N:20]=2)[CH2:13][CH2:12][NH:11][CH2:10][CH2:9]1.[F:27][C:28]1[CH:29]=[C:30]([CH:33]=[CH:34][CH:35]=1)[CH2:31]Cl.C(=O)([O-])[O-].[K+].[K+].CC#N.O, predict the reaction product. The product is: [F:27][C:28]1[CH:29]=[C:30]([CH:33]=[CH:34][CH:35]=1)[CH2:31][N:11]1[CH2:12][CH2:13][N:8]([CH2:14][C:15]2[N:16]=[N:17][C:18]3[C:19](=[C:21]([NH2:26])[N:22]=[C:23]([NH2:25])[N:24]=3)[N:20]=2)[CH2:9][CH2:10]1. (3) Given the reactants [CH3:1][O:2][C:3](=[O:27])[CH2:4][O:5][C:6]1[CH:15]=[CH:14][C:13]([F:16])=[C:12]2[C:7]=1[C:8](=[O:26])[C:9]([CH2:18][C:19]1[CH:24]=[CH:23][C:22]([Cl:25])=[CH:21][CH:20]=1)=[C:10]([CH3:17])[NH:11]2.CN(C)C=O.C(=O)([O-])[O-].[K+].[K+].Cl[C:40](OC(=O)C)([F:42])[F:41], predict the reaction product. The product is: [CH3:1][O:2][C:3](=[O:27])[CH2:4][O:5][C:6]1[CH:15]=[CH:14][C:13]([F:16])=[C:12]2[C:7]=1[C:8]([O:26][CH:40]([F:42])[F:41])=[C:9]([CH2:18][C:19]1[CH:20]=[CH:21][C:22]([Cl:25])=[CH:23][CH:24]=1)[C:10]([CH3:17])=[N:11]2. (4) Given the reactants [CH3:1][N:2]1[C:6]2[CH:7]=[CH:8][C:9]([C:11](Cl)=[O:12])=[CH:10][C:5]=2[O:4][C:3]1=[O:14].[Br:15][C:16]1[CH:21]=[CH:20][C:19]([CH2:22]Br)=[C:18]([Cl:24])[CH:17]=1.C([O-])(O)=O.[Na+], predict the reaction product. The product is: [Br:15][C:16]1[CH:21]=[CH:20][C:19]([CH2:22][C:11]([C:9]2[CH:8]=[CH:7][C:6]3[N:2]([CH3:1])[C:3](=[O:14])[O:4][C:5]=3[CH:10]=2)=[O:12])=[C:18]([Cl:24])[CH:17]=1. (5) The product is: [N:45]([CH2:20][C@H:19]1[O:22][C@@H:14]([N:13]2[CH:23]=[CH:24][C:10]([NH:9][C:1](=[O:8])[C:2]3[CH:7]=[CH:6][CH:5]=[CH:4][CH:3]=3)=[N:11][C:12]2=[O:25])[C@H:15]([OH:16])[C@@H:17]1[OH:18])=[N+:46]=[N-:47]. Given the reactants [C:1]([NH:9][C:10]1[CH:24]=[CH:23][N:13]([C@@H:14]2[O:22][C@H:19]([CH2:20]O)[C@@H:17]([OH:18])[C@H:15]2[OH:16])[C:12](=[O:25])[N:11]=1)(=[O:8])[C:2]1[CH:7]=[CH:6][CH:5]=[CH:4][CH:3]=1.C1(P(C2C=CC=CC=2)C2C=CC=CC=2)C=CC=CC=1.[N-:45]=[N+:46]=[N-:47].[Li+].C(Br)(Br)(Br)Br, predict the reaction product. (6) Given the reactants [H-].[Li+].[Al+3].[H-].[H-].[H-].[CH3:7][C:8]1[N:9]=[C:10]2[CH:15]=[CH:14][CH:13]=[CH:12][N:11]2[C:16]=1[C:17](OCC)=[O:18].[OH-].[Na+].S([O-])([O-])(=O)=O.[Mg+2], predict the reaction product. The product is: [CH3:7][C:8]1[N:9]=[C:10]2[CH:15]=[CH:14][CH:13]=[CH:12][N:11]2[C:16]=1[CH2:17][OH:18]. (7) Given the reactants [H-].[Na+].[C:3]([O:13][C:14]([CH3:17])([CH3:16])[CH3:15])(=[O:12])[CH2:4][C:5]([O:7][C:8]([CH3:11])([CH3:10])[CH3:9])=[O:6].[Si:18]([O:25][CH2:26][CH2:27][CH2:28][CH2:29][CH2:30]Br)([C:21]([CH3:24])([CH3:23])[CH3:22])([CH3:20])[CH3:19], predict the reaction product. The product is: [Si:18]([O:25][CH2:26][CH2:27][CH2:28][CH2:29][CH2:30][CH:4]([C:5]([O:7][C:8]([CH3:9])([CH3:10])[CH3:11])=[O:6])[C:3]([O:13][C:14]([CH3:17])([CH3:16])[CH3:15])=[O:12])([C:21]([CH3:22])([CH3:23])[CH3:24])([CH3:19])[CH3:20].